Regression/Classification. Given a drug SMILES string, predict its absorption, distribution, metabolism, or excretion properties. Task type varies by dataset: regression for continuous measurements (e.g., permeability, clearance, half-life) or binary classification for categorical outcomes (e.g., BBB penetration, CYP inhibition). For this dataset (solubility_aqsoldb), we predict Y. From a dataset of Aqueous solubility values for 9,982 compounds from the AqSolDB database. (1) The drug is O=C(O)C(=O)C(c1ccccc1)c1ccccc1. The Y is -2.34 log mol/L. (2) The molecule is Cc1ccc(C)c(C)c1. The Y is -3.31 log mol/L. (3) The drug is CCC(C)(O)C(C)C. The Y is -0.850 log mol/L. (4) The compound is COc1ccccc1NC(=O)C(N=Nc1ccc(-c2ccc(N=NC(C(C)=O)C(=O)Nc3ccccc3OC)c(Cl)c2)cc1Cl)C(C)=O. The Y is -8.42 log mol/L. (5) The molecule is BrC1CCC(Br)C(Br)CCC(Br)C(Br)CCC1Br. The Y is -7.87 log mol/L. (6) The drug is C[C@@H]1C[C@H]2[C@@H]3C[C@H](F)C4=CC(=O)C=C[C@]4(C)[C@@]3(F)[C@@H](O)C[C@]2(C)[C@@]1(O)C(=O)CO. The Y is -5.61 log mol/L.